Task: Predict the product of the given reaction.. Dataset: Forward reaction prediction with 1.9M reactions from USPTO patents (1976-2016) (1) The product is: [CH3:1][C:2]1[CH:7]=[CH:6][CH:5]=[C:4]([CH3:8])[C:3]=1[O:9][C:28]1[N:29]([C:39]2[CH:40]=[CH:41][CH:42]=[CH:43][CH:44]=2)[C:30]2=[N:31][CH:32]=[CH:33][C:34]([CH2:36][CH2:37][CH3:38])=[C:35]2[C:27]=1[C:25]([N:22]1[CH2:23][CH2:24][NH:19][CH2:20][CH2:21]1)=[O:26]. Given the reactants [CH3:1][C:2]1[CH:7]=[CH:6][CH:5]=[C:4]([CH3:8])[C:3]=1[OH:9].[H-].[Na+].C(OC([N:19]1[CH2:24][CH2:23][N:22]([C:25]([C:27]2[C:35]3[C:30](=[N:31][CH:32]=[CH:33][C:34]=3[CH2:36][CH2:37][CH3:38])[N:29]([C:39]3[CH:44]=[CH:43][CH:42]=[CH:41][CH:40]=3)[C:28]=2Cl)=[O:26])[CH2:21][CH2:20]1)=O)(C)(C)C, predict the reaction product. (2) Given the reactants [C:1]([O:5][C:6]([NH:8][C@@H:9]([C:18]([OH:20])=O)[CH2:10][C:11]1[CH:16]=[CH:15][CH:14]=[C:13]([CH3:17])[CH:12]=1)=[O:7])([CH3:4])([CH3:3])[CH3:2].CCN(C(C)C)C(C)C.Cl.[CH3:31][O:32][C:33]1[CH:34]=[C:35]([C:41]2[C@@H:50]3[C@@H:45]([CH2:46][CH2:47][CH2:48][CH2:49]3)[C:44](=[O:51])[N:43]([CH:52]3[CH2:57][CH2:56][NH:55][CH2:54][CH2:53]3)[N:42]=2)[CH:36]=[CH:37][C:38]=1[O:39][CH3:40].CCOC(C(C#N)=NOC(N1CCOCC1)=[N+](C)C)=O.F[P-](F)(F)(F)(F)F.C(=O)(O)[O-].[Na+], predict the reaction product. The product is: [CH3:31][O:32][C:33]1[CH:34]=[C:35]([C:41]2[C@@H:50]3[C@@H:45]([CH2:46][CH2:47][CH2:48][CH2:49]3)[C:44](=[O:51])[N:43]([CH:52]3[CH2:53][CH2:54][N:55]([C:18](=[O:20])[C@H:9]([NH:8][C:6](=[O:7])[O:5][C:1]([CH3:2])([CH3:3])[CH3:4])[CH2:10][C:11]4[CH:16]=[CH:15][CH:14]=[C:13]([CH3:17])[CH:12]=4)[CH2:56][CH2:57]3)[N:42]=2)[CH:36]=[CH:37][C:38]=1[O:39][CH3:40].